This data is from Reaction yield outcomes from USPTO patents with 853,638 reactions. The task is: Predict the reaction yield, written as a fraction of the theoretical maximum amount of product (1.0 means a 100% yield; for example, 0.34 means a 34% yield). (1) The reactants are [N:1]12[CH2:8][CH2:7][C:4]([C:9]([C:17]3[CH:22]=[CH:21][CH:20]=[CH:19][CH:18]=3)([C:11]3[CH:16]=[CH:15][CH:14]=[CH:13][CH:12]=3)[OH:10])([CH2:5][CH2:6]1)[CH2:3][CH2:2]2.[N+:23]([C:26]1[CH:31]=[CH:30][C:29]([O:32][CH2:33][CH2:34][CH2:35][Br:36])=[CH:28][CH:27]=1)([O-:25])=[O:24]. The catalyst is CC#N. The product is [Br-:36].[OH:10][C:9]([C:17]1[CH:22]=[CH:21][CH:20]=[CH:19][CH:18]=1)([C:11]1[CH:12]=[CH:13][CH:14]=[CH:15][CH:16]=1)[C:4]12[CH2:5][CH2:6][N+:1]([CH2:35][CH2:34][CH2:33][O:32][C:29]3[CH:30]=[CH:31][C:26]([N+:23]([O-:25])=[O:24])=[CH:27][CH:28]=3)([CH2:2][CH2:3]1)[CH2:8][CH2:7]2. The yield is 0.670. (2) The reactants are [CH:1]1([NH:4][C:5]2[N:10]3[N:11]=[CH:12][C:13]([CH:14]=[O:15])=[C:9]3[N:8]=[C:7]([C:16]3[S:20][C:19]([C:21]([OH:23])=O)=[CH:18][CH:17]=3)[CH:6]=2)[CH2:3][CH2:2]1.C[N:25](C(ON1N=NC2C=CC=NC1=2)=[N+](C)C)C.F[P-](F)(F)(F)(F)F.C1C=CC2N(O)N=NC=2C=1.CCN(C(C)C)C(C)C.[Cl-].[NH4+]. The catalyst is CN(C=O)C.C(OCC)(=O)C. The product is [CH:1]1([NH:4][C:5]2[N:10]3[N:11]=[CH:12][C:13]([CH:14]=[O:15])=[C:9]3[N:8]=[C:7]([C:16]3[S:20][C:19]([C:21]([NH2:25])=[O:23])=[CH:18][CH:17]=3)[CH:6]=2)[CH2:2][CH2:3]1. The yield is 1.00. (3) The product is [O:21]=[C:15]1[CH:14]([N:7]2[C:6](=[O:22])[C:5]3[C:9](=[CH:10][CH:11]=[CH:12][C:4]=3[CH2:3][NH:2][C:43]([C:35]3[O:34][C:38]4[CH:39]=[CH:40][CH:41]=[CH:42][C:37]=4[CH:36]=3)=[O:44])[C:8]2=[O:13])[CH2:19][CH2:18][C:17](=[O:20])[NH:16]1. The yield is 0.630. The reactants are Cl.[NH2:2][CH2:3][C:4]1[CH:12]=[CH:11][CH:10]=[C:9]2[C:5]=1[C:6](=[O:22])[N:7]([CH:14]1[CH2:19][CH2:18][C:17](=[O:20])[NH:16][C:15]1=[O:21])[C:8]2=[O:13].N12CCCN=C1CCCCC2.[O:34]1[C:38]2[CH:39]=[CH:40][CH:41]=[CH:42][C:37]=2[CH:36]=[C:35]1[C:43](O)=[O:44].Cl.CN(C)CCCN=C=NCC. The catalyst is CC#N. (4) The reactants are [C:1]([O:5][C:6](=[O:30])[CH2:7][C@@H:8]([C:15](N1[C@H](C)[C@H](C2C=CC=CC=2)OC1=O)=[O:16])[CH2:9][C@H:10]([CH3:14])[CH2:11][CH2:12][CH3:13])([CH3:4])([CH3:3])[CH3:2].[Li+].[OH-].OO.S(=O)(O)[O-:36].[Na+].S([O-])([O-])=O.[Na+].[Na+]. The catalyst is O.C1COCC1.CCOCC.CCCCCC. The product is [C:1]([O:5][C:6](=[O:30])[CH2:7][C@H:8]([CH2:9][C@H:10]([CH3:14])[CH2:11][CH2:12][CH3:13])[C:15]([OH:16])=[O:36])([CH3:2])([CH3:3])[CH3:4]. The yield is 0.930.